From a dataset of Forward reaction prediction with 1.9M reactions from USPTO patents (1976-2016). Predict the product of the given reaction. (1) Given the reactants CC1CC1C(O)=O.[CH:19]1[CH:18]=CC(P(N=[N+]=[N-])(C2C=[CH:18][CH:19]=[CH:20][CH:21]=2)=O)=[CH:21][CH:20]=1.[NH2:25][C:26]1[C:27]([OH:37])=[C:28]([S:33]([NH2:36])(=[O:35])=[O:34])[C:29]([Cl:32])=[CH:30][CH:31]=1.C[N:39]([CH:41]=[O:42])C, predict the reaction product. The product is: [Cl:32][C:29]1[C:28]([S:33]([NH2:36])(=[O:35])=[O:34])=[C:27]([OH:37])[C:26]([NH:25][C:41]([NH:39][CH:19]2[CH2:18][CH:20]2[CH3:21])=[O:42])=[CH:31][CH:30]=1. (2) Given the reactants [C:1]([CH2:3][C:4]([NH:6][CH2:7][CH2:8][CH:9]([NH:12][C:13](=[O:17])[CH2:14][C:15]#[N:16])[CH2:10][CH3:11])=[O:5])#[N:2].[OH:18][C:19]1[CH:20]=[C:21]([CH:24]=[CH:25][C:26]=1[OH:27])[CH:22]=O, predict the reaction product. The product is: [C:1]([C:3](=[CH:22][C:21]1[CH:24]=[CH:25][C:26]([OH:27])=[C:19]([OH:18])[CH:20]=1)[C:4]([NH:6][CH2:7][CH2:8][CH:9]([NH:12][C:13](=[O:17])[C:14]([C:15]#[N:16])=[CH:22][C:21]1[CH:24]=[CH:25][C:26]([OH:27])=[C:19]([OH:18])[CH:20]=1)[CH2:10][CH3:11])=[O:5])#[N:2]. (3) Given the reactants [Cl:1][C:2]1[C:3]([F:21])=[C:4]([CH:18]=[CH:19][CH:20]=1)[CH2:5][C:6]1[C:7]([F:17])=[N:8][C:9]([F:16])=[C:10]([CH:15]=1)[C:11]([O:13]C)=[O:12].[Li+].[OH-], predict the reaction product. The product is: [Cl:1][C:2]1[C:3]([F:21])=[C:4]([CH:18]=[CH:19][CH:20]=1)[CH2:5][C:6]1[C:7]([F:17])=[N:8][C:9]([F:16])=[C:10]([CH:15]=1)[C:11]([OH:13])=[O:12]. (4) Given the reactants [F:1][C:2]1[CH:7]=[C:6]([I:8])[CH:5]=[CH:4][C:3]=1[NH:9][C:10]1[N:11]([CH3:36])[C:12](=[O:35])[C:13]([CH3:34])=[C:14]2[C:19]=1[C:18](=[O:20])[N:17]([CH3:21])[C:16](=[O:22])[N:15]2[C:23]1[CH:28]=[CH:27][CH:26]=[C:25]([C:29]2(O)[CH2:32][O:31][CH2:30]2)[CH:24]=1.CCN(S(F)(F)[F:43])CC, predict the reaction product. The product is: [F:1][C:2]1[CH:7]=[C:6]([I:8])[CH:5]=[CH:4][C:3]=1[NH:9][C:10]1[N:11]([CH3:36])[C:12](=[O:35])[C:13]([CH3:34])=[C:14]2[C:19]=1[C:18](=[O:20])[N:17]([CH3:21])[C:16](=[O:22])[N:15]2[C:23]1[CH:28]=[CH:27][CH:26]=[C:25]([C:29]2([F:43])[CH2:32][O:31][CH2:30]2)[CH:24]=1. (5) Given the reactants [Br:1][C:2]1[CH:16]=[CH:15][C:5]([C:6]([C:8]2[CH:13]=[CH:12][C:11]([Br:14])=[CH:10][CH:9]=2)=[O:7])=[CH:4][CH:3]=1.ClC1C=CC=CC=1C(O)C1C=CC(Cl)=CC=1, predict the reaction product. The product is: [Br:1][C:2]1[CH:3]=[CH:4][C:5]([CH:6]([OH:7])[C:8]2[CH:13]=[CH:12][C:11]([Br:14])=[CH:10][CH:9]=2)=[CH:15][CH:16]=1. (6) Given the reactants [CH2:1]([N:5]1[CH:9]=[C:8]([CH2:10][O:11][C:12]2[CH:13]=[C:14]3[C:18](=[CH:19][CH:20]=2)[NH:17][CH2:16][CH2:15]3)[C:7]([C:21]([F:24])([F:23])[F:22])=[N:6]1)[CH:2]([CH3:4])[CH3:3].[C:25]([O:29][C:30](=[O:45])[CH2:31][CH2:32][N:33]([C:38]([O:40][C:41]([CH3:44])([CH3:43])[CH3:42])=[O:39])[CH2:34][C:35](O)=[O:36])([CH3:28])([CH3:27])[CH3:26].CCN(C(C)C)C(C)C.C1C=CC2N(O)N=NC=2C=1.CCN=C=NCCCN(C)C.Cl.C(=O)(O)[O-].[Na+], predict the reaction product. The product is: [C:25]([O:29][C:30](=[O:45])[CH2:31][CH2:32][N:33]([C:38]([O:40][C:41]([CH3:44])([CH3:43])[CH3:42])=[O:39])[CH2:34][C:35]([N:17]1[C:18]2[C:14](=[CH:13][C:12]([O:11][CH2:10][C:8]3[C:7]([C:21]([F:23])([F:22])[F:24])=[N:6][N:5]([CH2:1][CH:2]([CH3:4])[CH3:3])[CH:9]=3)=[CH:20][CH:19]=2)[CH2:15][CH2:16]1)=[O:36])([CH3:27])([CH3:28])[CH3:26]. (7) Given the reactants [C:1]([C:3]1[CH:8]=[CH:7][C:6]([O:9][CH3:10])=[CH:5][C:4]=1[NH:11][C:12](=O)[C:13](F)(F)F)#C.BrC1[N:20]=[CH:21][S:22][CH:23]=1.C(N(CC)CC)C.C(=O)([O-])[O-].[K+].[K+], predict the reaction product. The product is: [CH3:10][O:9][C:6]1[CH:5]=[C:4]2[C:3]([CH:1]=[C:12]([C:13]3[N:20]=[CH:21][S:22][CH:23]=3)[NH:11]2)=[CH:8][CH:7]=1. (8) Given the reactants F[C:2]1[C:7]([C:8]2[N:13]=[C:12]([CH3:14])[N:11]=[C:10]([N:15]([CH2:25][C:26]3[CH:31]=[CH:30][C:29]([O:32][CH3:33])=[CH:28][CH:27]=3)[CH2:16][C:17]3[CH:22]=[CH:21][C:20]([O:23][CH3:24])=[CH:19][CH:18]=3)[N:9]=2)=[CH:6][C:5]([C@H:34]([N:36]2[CH2:41][CH2:40][N:39]([S:42]([CH3:45])(=[O:44])=[O:43])[CH2:38][CH2:37]2)[CH3:35])=[CH:4][N:3]=1.[Cl:46][C:47]1[N:52]=[CH:51][C:50]([NH2:53])=[CH:49][C:48]=1[O:54][CH3:55].C[Si]([N-][Si](C)(C)C)(C)C.[Na+], predict the reaction product. The product is: [Cl:46][C:47]1[N:52]=[CH:51][C:50]([NH:53][C:2]2[C:7]([C:8]3[N:13]=[C:12]([CH3:14])[N:11]=[C:10]([N:15]([CH2:16][C:17]4[CH:22]=[CH:21][C:20]([O:23][CH3:24])=[CH:19][CH:18]=4)[CH2:25][C:26]4[CH:27]=[CH:28][C:29]([O:32][CH3:33])=[CH:30][CH:31]=4)[N:9]=3)=[CH:6][C:5]([C@H:34]([N:36]3[CH2:37][CH2:38][N:39]([S:42]([CH3:45])(=[O:44])=[O:43])[CH2:40][CH2:41]3)[CH3:35])=[CH:4][N:3]=2)=[CH:49][C:48]=1[O:54][CH3:55]. (9) Given the reactants [C:1]1([CH:7]2[CH2:12][C:11](=O)[CH2:10][C:9](=[O:14])[CH2:8]2)[CH:6]=[CH:5][CH:4]=[CH:3][CH:2]=1.C([O-])(=O)C.[NH4+:19], predict the reaction product. The product is: [NH2:19][C:11]1[CH2:12][CH:7]([C:1]2[CH:6]=[CH:5][CH:4]=[CH:3][CH:2]=2)[CH2:8][C:9](=[O:14])[CH:10]=1. (10) Given the reactants [Cl:1][C:2]1[N:7]=[C:6]([CH2:8][C:9]([C:11]2[CH:12]=[C:13]([NH:17][C:18](=[O:27])[C:19]3[C:24]([F:25])=[CH:23][CH:22]=[CH:21][C:20]=3[F:26])[CH:14]=[CH:15][CH:16]=2)=O)[CH:5]=[CH:4][N:3]=1.C1C(=O)N(Br)C(=O)C1.[N:36]1([CH2:42][CH2:43][CH2:44][NH:45][C:46]([NH2:48])=[S:47])[CH2:41][CH2:40][O:39][CH2:38][CH2:37]1, predict the reaction product. The product is: [Cl:1][C:2]1[N:7]=[C:6]([C:8]2[S:47][C:46]([NH:45][CH2:44][CH2:43][CH2:42][N:36]3[CH2:37][CH2:38][O:39][CH2:40][CH2:41]3)=[N:48][C:9]=2[C:11]2[CH:12]=[C:13]([NH:17][C:18](=[O:27])[C:19]3[C:24]([F:25])=[CH:23][CH:22]=[CH:21][C:20]=3[F:26])[CH:14]=[CH:15][CH:16]=2)[CH:5]=[CH:4][N:3]=1.